This data is from Forward reaction prediction with 1.9M reactions from USPTO patents (1976-2016). The task is: Predict the product of the given reaction. Given the reactants [Cl:1][C:2]1[CH:7]=[C:6]2[NH:8][C:9](=[O:32])[C:10]3([CH:15]([C:16]4[CH:21]=[CH:20][CH:19]=[C:18]([Cl:22])[CH:17]=4)[CH2:14][C:13](=[O:23])[NH:12][CH:11]3[C:24]3[CH:29]=[C:28]([F:30])[CH:27]=[CH:26][C:25]=3[CH3:31])[C:5]2=[CH:4][CH:3]=1.[CH3:33][O:34][CH:35]([Si:37]([CH3:40])([CH3:39])[CH3:38])[CH3:36].[H-].[Li+].IC, predict the reaction product. The product is: [Cl:1][C:2]1[CH:7]=[C:6]2[NH:8][C:9](=[O:32])[C:10]3([CH:15]([C:16]4[CH:21]=[CH:20][CH:19]=[C:18]([Cl:22])[CH:17]=4)[CH2:14][C:13](=[O:23])[N:12]([CH3:33])[CH:11]3[C:24]3[CH:29]=[C:28]([F:30])[CH:27]=[CH:26][C:25]=3[CH3:31])[C:5]2=[CH:4][CH:3]=1.[CH3:33][O:34][CH:35]([Si:37]([CH3:40])([CH3:39])[CH3:38])[CH3:36].